Dataset: Reaction yield outcomes from USPTO patents with 853,638 reactions. Task: Predict the reaction yield, written as a fraction of the theoretical maximum amount of product (1.0 means a 100% yield; for example, 0.34 means a 34% yield). The reactants are C[O:2][C:3]1[C:8]2[NH:9][C:10]([C:12]3[S:13][CH:14]=[CH:15][CH:16]=3)=[N:11][C:7]=2[C:6]([C:17]([NH:19][CH:20]2[CH2:25][CH2:24][N:23](C(OC(C)(C)C)=O)[CH2:22][CH2:21]2)=[O:18])=[CH:5][CH:4]=1.B(Br)(Br)Br. No catalyst specified. The product is [OH:2][C:3]1[C:8]2[NH:9][C:10]([C:12]3[S:13][CH:14]=[CH:15][CH:16]=3)=[N:11][C:7]=2[C:6]([C:17]([NH:19][CH:20]2[CH2:25][CH2:24][NH:23][CH2:22][CH2:21]2)=[O:18])=[CH:5][CH:4]=1. The yield is 0.420.